Dataset: Catalyst prediction with 721,799 reactions and 888 catalyst types from USPTO. Task: Predict which catalyst facilitates the given reaction. (1) Reactant: [C:1]([OH:7])([C:3]([F:6])([F:5])[F:4])=[O:2].[Br:8][C:9]1[CH:14]=[CH:13][C:12]([C:15]2[N:21]([CH2:22][CH:23]3[CH2:26][N:25](C(OC(C)(C)C)=O)[CH2:24]3)[C:20](=[O:34])[C:17]3([CH2:19][CH2:18]3)[N:16]=2)=[CH:11][CH:10]=1. Product: [OH:7][C:1]([C:3]([F:6])([F:5])[F:4])=[O:2].[NH:25]1[CH2:24][CH:23]([CH2:22][N:21]2[C:20](=[O:34])[C:17]3([CH2:19][CH2:18]3)[N:16]=[C:15]2[C:12]2[CH:11]=[CH:10][C:9]([Br:8])=[CH:14][CH:13]=2)[CH2:26]1. The catalyst class is: 2. (2) Reactant: Br[C:2]1[CH:7]=[CH:6][C:5]([C@H:8]([NH2:12])[CH:9]([F:11])[F:10])=[CH:4][CH:3]=1.CC1(C)C(C)(C)OB([C:21]2[CH:26]=[CH:25][C:24]([C:27]3([C:30]([NH2:32])=[O:31])[CH2:29][CH2:28]3)=[CH:23][CH:22]=2)O1.C(=O)([O-])[O-].[Na+].[Na+]. Product: [NH2:12][C@@H:8]([C:5]1[CH:6]=[CH:7][C:2]([C:21]2[CH:26]=[CH:25][C:24]([C:27]3([C:30]([NH2:32])=[O:31])[CH2:29][CH2:28]3)=[CH:23][CH:22]=2)=[CH:3][CH:4]=1)[CH:9]([F:11])[F:10]. The catalyst class is: 3. (3) Reactant: [NH2:1][C:2]1[C:10]([Cl:11])=[CH:9][C:5]([C:6]([OH:8])=O)=[C:4]([F:12])[CH:3]=1.[NH2:13][CH:14]1[CH2:19][CH2:18][N:17]([CH3:20])[CH2:16][CH2:15]1.C(N(C(C)C)CC)(C)C.CN(C(ON1N=NC2C=CC=NC1=2)=[N+](C)C)C.F[P-](F)(F)(F)(F)F. Product: [NH2:1][C:2]1[C:10]([Cl:11])=[CH:9][C:5]([C:6]([NH:13][CH:14]2[CH2:19][CH2:18][N:17]([CH3:20])[CH2:16][CH2:15]2)=[O:8])=[C:4]([F:12])[CH:3]=1. The catalyst class is: 369. (4) Reactant: [Br:1][C:2]1[CH:8]=[C:7]([CH3:9])[CH:6]=[CH:5][C:3]=1[NH2:4].B(Cl)(Cl)Cl.C(Cl)Cl.Cl[CH2:18][C:19]#N.[Cl-].[Al+3].[Cl-].[Cl-].[BH4-].[Na+]. Product: [CH3:9][C:7]1[CH:6]=[C:5]2[C:3](=[C:2]([Br:1])[CH:8]=1)[NH:4][CH:19]=[CH:18]2. The catalyst class is: 26. (5) Reactant: [SH:1][C:2]1[CH:7]=[CH:6][N:5]=[CH:4][CH:3]=1.[F:8][C:9]1[CH:10]=[C:11]([N+:16]([O-:18])=[O:17])[CH:12]=[CH:13][C:14]=1F.C(=O)([O-])[O-].[K+].[K+]. Product: [F:8][C:9]1[CH:10]=[C:11]([N+:16]([O-:18])=[O:17])[CH:12]=[CH:13][C:14]=1[S:1][C:2]1[CH:7]=[CH:6][N:5]=[CH:4][CH:3]=1. The catalyst class is: 288. (6) Reactant: C(OC(=O)[NH:7][CH2:8][C:9](=[O:21])[NH:10][CH2:11][CH2:12][CH2:13][CH2:14][C:15]1[CH:20]=[CH:19][CH:18]=[CH:17][CH:16]=1)(C)(C)C.[ClH:23]. Product: [Cl-:23].[NH2:7][CH2:8][C:9]([NH:10][CH2:11][CH2:12][CH2:13][CH2:14][C:15]1[CH:16]=[CH:17][CH:18]=[CH:19][CH:20]=1)=[O:21]. The catalyst class is: 12.